From a dataset of Catalyst prediction with 721,799 reactions and 888 catalyst types from USPTO. Predict which catalyst facilitates the given reaction. (1) Reactant: [CH2:1]([NH:3][CH2:4][CH3:5])C.O.[CH3:7][O:8][P:9]([O-:13])([O:11][CH3:12])=[O:10].[CH3:14][NH+:15]1[CH2:19][CH2:18][N:17](C)[CH:16]1Cl. Product: [CH3:7][O:8][P:9]([O-:13])([O:11][CH3:12])=[O:10].[CH3:1][NH+:3]1[CH2:4][CH2:5][N:17]([CH3:18])[CH:16]1[N:15]([CH3:19])[CH3:14]. The catalyst class is: 8. (2) Reactant: [Br:1][C:2]1[N:6]([CH2:7][O:8][CH2:9][CH2:10][Si:11]([CH3:14])([CH3:13])[CH3:12])[C:5]([CH2:15][O:16]C)=[C:4]([C:18]([O:20][CH2:21][CH3:22])=[O:19])[CH:3]=1.ClCCl.O.ClC1C(=O)C(C#N)=C(C#N)C(=O)C=1Cl. Product: [Br:1][C:2]1[N:6]([CH2:7][O:8][CH2:9][CH2:10][Si:11]([CH3:14])([CH3:12])[CH3:13])[C:5]([CH:15]=[O:16])=[C:4]([C:18]([O:20][CH2:21][CH3:22])=[O:19])[CH:3]=1. The catalyst class is: 11. (3) Reactant: Br.[NH2:2][C:3]1[CH:8]=[CH:7][N:6]2[CH:9]=[C:10]([C:12]3[CH:13]=[C:14]([OH:18])[CH:15]=[CH:16][CH:17]=3)[N:11]=[C:5]2[N:4]=1.[F:19][CH2:20]OS(C1C=CC(C)=CC=1)(=O)=O.C([O-])([O-])=O.[Cs+].[Cs+]. Product: [F:19][CH2:20][O:18][C:14]1[CH:13]=[C:12]([C:10]2[N:11]=[C:5]3[N:4]=[C:3]([NH2:2])[CH:8]=[CH:7][N:6]3[CH:9]=2)[CH:17]=[CH:16][CH:15]=1. The catalyst class is: 18. (4) Reactant: [Cl:1][C:2]1[CH:11]=[C:10]2[C:5]([C:6]([CH3:12])=[CH:7][CH:8]=[N:9]2)=[CH:4][CH:3]=1.C([BH3-])#N.[Na+].B(F)(F)F.CCOCC. Product: [Cl:1][C:2]1[CH:11]=[C:10]2[C:5]([CH:6]([CH3:12])[CH2:7][CH2:8][NH:9]2)=[CH:4][CH:3]=1. The catalyst class is: 5. (5) Reactant: [Cl:1][C:2]1[CH:3]=[C:4]([C:9]2[N:14]=[C:13]([CH3:15])[N:12]=[C:11]([NH2:16])[N:10]=2)[C:5](F)=[N:6][CH:7]=1.[NH2:17][C:18]1[CH:19]=[C:20]([NH:25][S:26]([CH3:29])(=[O:28])=[O:27])[C:21]([CH3:24])=[N:22][CH:23]=1.C[Si]([N-][Si](C)(C)C)(C)C.[Na+].C1COCC1. Product: [NH2:16][C:11]1[N:12]=[C:13]([CH3:15])[N:14]=[C:9]([C:4]2[C:5]([NH:17][C:18]3[CH:19]=[C:20]([NH:25][S:26]([CH3:29])(=[O:28])=[O:27])[C:21]([CH3:24])=[N:22][CH:23]=3)=[N:6][CH:7]=[C:2]([Cl:1])[CH:3]=2)[N:10]=1. The catalyst class is: 3. (6) Reactant: [CH2:1]([O:5][C:6]1[CH:7]=[C:8]([C:14]2[CH:19]=[CH:18][C:17]([OH:20])=[CH:16][C:15]=2[CH3:21])[CH:9]=[CH:10][C:11]=1[CH:12]=[O:13])[CH2:2][CH2:3][CH3:4].Br[CH2:23][C:24]1[N:28]([C:29]2[C:34]([Cl:35])=[CH:33][CH:32]=[CH:31][C:30]=2[Cl:36])[N:27]=[CH:26][C:25]=1[CH:37]([CH3:39])[CH3:38].C([O-])([O-])=O.[K+].[K+]. Product: [CH2:1]([O:5][C:6]1[CH:7]=[C:8]([C:14]2[CH:19]=[CH:18][C:17]([O:20][CH2:23][C:24]3[N:28]([C:29]4[C:34]([Cl:35])=[CH:33][CH:32]=[CH:31][C:30]=4[Cl:36])[N:27]=[CH:26][C:25]=3[CH:37]([CH3:39])[CH3:38])=[CH:16][C:15]=2[CH3:21])[CH:9]=[CH:10][C:11]=1[CH:12]=[O:13])[CH2:2][CH2:3][CH3:4]. The catalyst class is: 3.